Task: Regression. Given a peptide amino acid sequence and an MHC pseudo amino acid sequence, predict their binding affinity value. This is MHC class I binding data.. Dataset: Peptide-MHC class I binding affinity with 185,985 pairs from IEDB/IMGT (1) The peptide sequence is YLPEVISTIA. The MHC is HLA-A02:01 with pseudo-sequence HLA-A02:01. The binding affinity (normalized) is 0.688. (2) The peptide sequence is WTALMFAAY. The MHC is HLA-B27:05 with pseudo-sequence HLA-B27:05. The binding affinity (normalized) is 0.0847.